This data is from Forward reaction prediction with 1.9M reactions from USPTO patents (1976-2016). The task is: Predict the product of the given reaction. Given the reactants [F:1][C:2]1[CH:3]=[CH:4][C:5]([OH:22])=[C:6]([C:8]2[CH2:12][CH2:11][CH2:10][C:9]=2[C:13]2[N:18]=[C:17]([C:19]([OH:21])=[O:20])[CH:16]=[CH:15][CH:14]=2)[CH:7]=1.[F:23][C:24]1[CH:31]=[CH:30][C:27]([CH2:28]Br)=[CH:26][CH:25]=1.[CH3:32][C:33](=O)[CH2:34][CH3:35], predict the reaction product. The product is: [F:23][C:24]1[CH:31]=[CH:30][C:27]([CH2:28][O:20][C:19]([C:17]2[CH:16]=[CH:15][CH:14]=[C:13]([C:9]3[CH2:10][CH2:11][CH2:12][C:8]=3[C:6]3[CH:7]=[C:2]([F:1])[CH:3]=[CH:4][C:5]=3[O:22][CH2:32][C:33]3[CH:6]=[CH:7][C:2]([F:1])=[CH:35][CH:34]=3)[N:18]=2)=[O:21])=[CH:26][CH:25]=1.